The task is: Predict which catalyst facilitates the given reaction.. This data is from Catalyst prediction with 721,799 reactions and 888 catalyst types from USPTO. (1) Reactant: [C:1]([O:9][CH2:10][CH2:11][CH2:12][CH2:13][OH:14])(=[O:8])[C:2]1[CH:7]=[CH:6][CH:5]=[CH:4][CH:3]=1.[CH3:15][S:16](Cl)(=[O:18])=[O:17]. Product: [C:1]([O:9][CH2:10][CH2:11][CH2:12][CH2:13][O:14][S:16]([CH3:15])(=[O:18])=[O:17])(=[O:8])[C:2]1[CH:7]=[CH:6][CH:5]=[CH:4][CH:3]=1. The catalyst class is: 34. (2) Reactant: [CH2:1]([O:3][C:4]([CH:6]1[CH2:11][CH:10]([CH3:12])[C:9]([OH:18])([C:13]2[S:14][CH:15]=[CH:16][N:17]=2)[CH2:8][CH:7]1[CH3:19])=[O:5])[CH3:2].[Br:20]N1C(=O)CCC1=O.S([O-])([O-])=O.[Na+].[Na+]. Product: [CH2:1]([O:3][C:4]([CH:6]1[CH2:11][CH:10]([CH3:12])[C:9]([C:13]2[S:14][C:15]([Br:20])=[CH:16][N:17]=2)([OH:18])[CH2:8][CH:7]1[CH3:19])=[O:5])[CH3:2]. The catalyst class is: 255. (3) Reactant: [C:12]([O:11][C:9](O[C:9]([O:11][C:12]([CH3:15])([CH3:14])[CH3:13])=[O:10])=[O:10])([CH3:15])([CH3:14])[CH3:13].[Cl-].[CH2:17]([O:19][C:20]([CH:22]1[C:27](=[O:28])[CH2:26][CH2:25][NH2+:24][CH2:23]1)=[O:21])[CH3:18].C(=O)(O)[O-].[Na+].[Cl-].[Na+]. The catalyst class is: 408. Product: [O:28]=[C:27]1[CH2:26][CH2:25][N:24]([C:9]([O:11][C:12]([CH3:13])([CH3:14])[CH3:15])=[O:10])[CH2:23][CH:22]1[C:20]([O:19][CH2:17][CH3:18])=[O:21]. (4) Reactant: [CH3:1][O:2][CH:3]([O:6][CH3:7])[CH2:4][NH2:5].C(=O)(O)[O-].[K+].[I:13][C:14]1[CH:22]=[CH:21][C:17]([C:18](Cl)=[O:19])=[CH:16][CH:15]=1. Product: [CH3:1][O:2][CH:3]([O:6][CH3:7])[CH2:4][NH:5][C:18](=[O:19])[C:17]1[CH:21]=[CH:22][C:14]([I:13])=[CH:15][CH:16]=1. The catalyst class is: 21. (5) Reactant: [Br:1][CH2:2][CH2:3][CH2:4][CH2:5][C:6]1[CH:10]=[CH:9][S:8][CH:7]=1.C(O)(=O)C.C1C(=O)N([Br:22])C(=O)C1. Product: [Br:22][C:7]1[S:8][CH:9]=[CH:10][C:6]=1[CH2:5][CH2:4][CH2:3][CH2:2][Br:1]. The catalyst class is: 22. (6) Reactant: [Cl:1][C:2]1[CH:7]=[CH:6][CH:5]=[C:4]([C:8]#[CH:9])[CH:3]=1.[Li]CCCC.[O:15]=[C:16]1[CH2:24][CH2:23][CH2:22][C@@H:21]2[C@H:17]1[CH2:18][CH2:19][N:20]2[C:25]([O:27][CH3:28])=[O:26]. Product: [Cl:1][C:2]1[CH:3]=[C:4]([C:8]#[C:9][C@:16]2([OH:15])[CH2:24][CH2:23][CH2:22][C@@H:21]3[C@H:17]2[CH2:18][CH2:19][N:20]3[C:25]([O:27][CH3:28])=[O:26])[CH:5]=[CH:6][CH:7]=1. The catalyst class is: 1.